This data is from Reaction yield outcomes from USPTO patents with 853,638 reactions. The task is: Predict the reaction yield, written as a fraction of the theoretical maximum amount of product (1.0 means a 100% yield; for example, 0.34 means a 34% yield). (1) The reactants are [CH3:1][CH:2]([SH:4])[CH3:3].F[C:6]1[CH:14]=[CH:13][C:12]([N+:15]([O-:17])=[O:16])=[CH:11][C:7]=1[C:8]([OH:10])=[O:9].C(N(CC)CC)C. The catalyst is CN(C=O)C. The product is [CH:2]([S:4][C:6]1[CH:14]=[CH:13][C:12]([N+:15]([O-:17])=[O:16])=[CH:11][C:7]=1[C:8]([OH:10])=[O:9])([CH3:3])[CH3:1]. The yield is 1.00. (2) The catalyst is C(O)(=O)C. The reactants are [Cl:1][C:2]1[C:3](Cl)=[N:4][CH:5]=[C:6]([CH:10]=1)[C:7]([OH:9])=[O:8].[Cl:12][C:13]1[CH:19]=[CH:18][C:16]([NH2:17])=[CH:15][CH:14]=1.C(OCC)(=O)C. The yield is 0.650. The product is [Cl:1][C:2]1[C:3]([NH:17][C:16]2[CH:18]=[CH:19][C:13]([Cl:12])=[CH:14][CH:15]=2)=[N:4][CH:5]=[C:6]([CH:10]=1)[C:7]([OH:9])=[O:8]. (3) The reactants are [NH2:1][C:2]1[NH:3][C:4](=[O:29])[C:5]2[N:6]=[CH:7][N:8]([CH2:11][O:12][CH2:13][CH2:14][O:15][C:16]([C:18]3([NH:21]C(OC(C)(C)C)=O)[CH2:20][CH2:19]3)=[O:17])[C:9]=2[N:10]=1.[F:30][C:31]([F:36])([F:35])[C:32]([OH:34])=[O:33]. The catalyst is C(Cl)Cl. The product is [F:30][C:31]([F:36])([F:35])[C:32]([OH:34])=[O:33].[NH2:1][C:2]1[NH:3][C:4](=[O:29])[C:5]2[N:6]=[CH:7][N:8]([CH2:11][O:12][CH2:13][CH2:14][O:15][C:16]([C:18]3([NH2:21])[CH2:20][CH2:19]3)=[O:17])[C:9]=2[N:10]=1. The yield is 0.677. (4) The reactants are [F:1][C:2]1[C:15]([CH2:16][N:17]2[CH2:21][CH2:20][CH2:19][CH2:18]2)=[CH:14][CH:13]=[CH:12][C:3]=1[O:4][C@H:5]1[CH2:8][C@H:7]([CH2:9][NH:10][CH3:11])[CH2:6]1.C(N(CC)CC)C.[CH3:29][C:30]1[C:34]([C:35]([Cl:37])=[O:36])=[C:33]([CH3:38])[O:32][N:31]=1.C([O-])([O-])=O.[K+].[K+]. The catalyst is C(Cl)Cl. The product is [ClH:37].[F:1][C:2]1[C:15]([CH2:16][N:17]2[CH2:21][CH2:20][CH2:19][CH2:18]2)=[CH:14][CH:13]=[CH:12][C:3]=1[O:4][C@H:5]1[CH2:8][C@H:7]([CH2:9][N:10]([CH3:11])[C:35]([C:34]2[C:30]([CH3:29])=[N:31][O:32][C:33]=2[CH3:38])=[O:36])[CH2:6]1. The yield is 0.520. (5) The reactants are [NH2:1][C:2]1[CH:3]=[CH:4][CH:5]=[C:6]2[C:11]=1[N:10]=[CH:9][CH:8]=[CH:7]2.[C:12]([C:14]1[CH:19]=[CH:18][CH:17]=[CH:16][C:15]=1[S:20](Cl)(=[O:22])=[O:21])#[N:13]. The catalyst is CN(C1C=CN=CC=1)C. The product is [C:12]([C:14]1[CH:19]=[CH:18][CH:17]=[CH:16][C:15]=1[S:20]([NH:1][C:2]1[CH:3]=[CH:4][CH:5]=[C:6]2[C:11]=1[N:10]=[CH:9][CH:8]=[CH:7]2)(=[O:22])=[O:21])#[N:13]. The yield is 0.500. (6) The reactants are F[C:2]1[CH:15]=[CH:14][CH:13]=[CH:12][C:3]=1[C:4]([C:6]1[CH:11]=[CH:10][CH:9]=[CH:8][CH:7]=1)=O.[NH2:16][NH2:17]. The catalyst is O. The product is [C:6]1([C:4]2[C:3]3[C:2](=[CH:15][CH:14]=[CH:13][CH:12]=3)[NH:17][N:16]=2)[CH:7]=[CH:8][CH:9]=[CH:10][CH:11]=1. The yield is 0.670.